This data is from Reaction yield outcomes from USPTO patents with 853,638 reactions. The task is: Predict the reaction yield, written as a fraction of the theoretical maximum amount of product (1.0 means a 100% yield; for example, 0.34 means a 34% yield). (1) The reactants are Cl[C:2](OC1C=CC([N+]([O-])=O)=CC=1)=[O:3].[Cl:14][C:15]1[C:16]([CH3:22])=[CH:17][C:18]([OH:21])=[CH:19][CH:20]=1.CCN(C(C)C)C(C)C.CS(O)(=O)=O.[NH2:37][CH2:38][C:39]1[CH:40]=[C:41]2[C:45](=[CH:46][CH:47]=1)[C:44](=[O:48])[N:43]([CH:49]1[CH2:54][CH2:53][C:52](=[O:55])[NH:51][C:50]1=[O:56])[CH2:42]2. The yield is 0.140. The catalyst is CC#N. The product is [Cl:14][C:15]1[CH:20]=[CH:19][C:18]([O:21][C:2](=[O:3])[NH:37][CH2:38][C:39]2[CH:40]=[C:41]3[C:45](=[CH:46][CH:47]=2)[C:44](=[O:48])[N:43]([CH:49]2[CH2:54][CH2:53][C:52](=[O:55])[NH:51][C:50]2=[O:56])[CH2:42]3)=[CH:17][C:16]=1[CH3:22]. (2) The reactants are [CH3:1][C:2]1[C:3]([OH:14])=[CH:4][C:5]2[CH:10]=[N:9][C:8]([S:11][CH3:12])=[N:7][C:6]=2[N:13]=1.N1C=CC=CC=1.[F:21][C:22]([F:35])([F:34])[S:23](O[S:23]([C:22]([F:35])([F:34])[F:21])(=[O:25])=[O:24])(=[O:25])=[O:24]. The catalyst is C(Cl)Cl. The product is [F:21][C:22]([F:35])([F:34])[S:23]([O:14][C:3]1[C:2]([CH3:1])=[N:13][C:6]2[N:7]=[C:8]([S:11][CH3:12])[N:9]=[CH:10][C:5]=2[CH:4]=1)(=[O:25])=[O:24]. The yield is 0.700. (3) The reactants are [F:1][C:2]1[CH:7]=[CH:6][C:5]([CH2:8][C:9]([O:11]C)=[O:10])=[C:4]([C:13]#[C:14][Si](C)(C)C)[CH:3]=1.C1COCC1.CO.O.[OH-].[Li+]. The catalyst is O. The product is [C:13]([C:4]1[CH:3]=[C:2]([F:1])[CH:7]=[CH:6][C:5]=1[CH2:8][C:9]([OH:11])=[O:10])#[CH:14]. The yield is 0.950. (4) The reactants are C[O-].[Li+].[O:4]=[C:5]1[N:12]2[C@H:7]([S:8][CH2:9][C:10]([CH2:29][O:30][C:31]3[CH:40]=[C:39]4[C:34]([CH:35]=[CH:36][C:37](=[O:41])[O:38]4)=[CH:33][CH:32]=3)=[C:11]2[C:13]([O:15][CH:16]([C:23]2[CH:28]=[CH:27][CH:26]=[CH:25][CH:24]=2)[C:17]2[CH:22]=[CH:21][CH:20]=[CH:19][CH:18]=2)=[O:14])[C@@H:6]1[NH:42][C:43](=[O:51])[CH2:44][C:45]1[CH:50]=[CH:49][CH:48]=[CH:47][CH:46]=1.Cl[O:53][C:54](C)(C)C.[Cl-].[NH4+]. The catalyst is C1COCC1.CO. The product is [CH3:54][O:53][C@@:6]1([NH:42][C:43](=[O:51])[CH2:44][C:45]2[CH:46]=[CH:47][CH:48]=[CH:49][CH:50]=2)[C:5](=[O:4])[N:12]2[C@@H:7]1[S:8][CH2:9][C:10]([CH2:29][O:30][C:31]1[CH:40]=[C:39]3[C:34]([CH:35]=[CH:36][C:37](=[O:41])[O:38]3)=[CH:33][CH:32]=1)=[C:11]2[C:13]([O:15][CH:16]([C:17]1[CH:18]=[CH:19][CH:20]=[CH:21][CH:22]=1)[C:23]1[CH:24]=[CH:25][CH:26]=[CH:27][CH:28]=1)=[O:14]. The yield is 0.730. (5) The reactants are [C:10](P([C:10]([CH3:13])([CH3:12])[CH3:11])[C:10]([CH3:13])([CH3:12])[CH3:11])([CH3:13])([CH3:12])[CH3:11].[NH2:14][C:15]1[CH:29]=[CH:28][C:18]2[O:19][C:20]3[CH:26]=[C:25]([NH2:27])[CH:24]=[CH:23][C:21]=3[O:22][C:17]=2[CH:16]=1.Br[C:31]1[CH:36]=[CH:35][CH:34]=[CH:33][C:32]=1[C:37]1[CH:42]=[CH:41][CH:40]=[CH:39][C:38]=1Br.[CH3:44][C:45](C)([O-])[CH3:46].[Na+].C1(C)[C:51]([CH3:56])=[CH:52][CH:53]=[CH:54]C=1. The catalyst is C([O-])(=O)C.[Pd+2].C([O-])(=O)C.C(OCC)(=O)C.O. The product is [CH:34]1[C:33]2[N:27]([C:25]3[CH:24]=[CH:23][C:21]4[O:22][C:17]5[CH:16]=[C:15]([N:14]6[C:12]7[CH:46]=[CH:45][CH:44]=[CH:11][C:10]=7[C:13]7[C:56]6=[CH:51][CH:52]=[CH:53][CH:54]=7)[CH:29]=[CH:28][C:18]=5[O:19][C:20]=4[CH:26]=3)[C:42]3[C:37](=[CH:38][CH:39]=[CH:40][CH:41]=3)[C:32]=2[CH:31]=[CH:36][CH:35]=1. The yield is 0.254.